From a dataset of Reaction yield outcomes from USPTO patents with 853,638 reactions. Predict the reaction yield, written as a fraction of the theoretical maximum amount of product (1.0 means a 100% yield; for example, 0.34 means a 34% yield). (1) The reactants are [CH2:1]([S:8][C:9]1[CH:10]=[CH:11][C:12]([NH:22][C:23]2[CH:24]=[N:25][C:26]([C:31]3[CH:36]=[CH:35][CH:34]=[C:33]([F:37])[CH:32]=3)=[CH:27][C:28]=2[O:29][CH3:30])=[C:13](/[CH:15]=[CH:16]/[C:17]([O:19]CC)=O)[CH:14]=1)[C:2]1[CH:7]=[CH:6][CH:5]=[CH:4][CH:3]=1.C(P(CCCC)CCCC)CCC.C[O-].[Na+]. The product is [CH2:1]([S:8][C:9]1[CH:14]=[C:13]2[C:12](=[CH:11][CH:10]=1)[N:22]([C:23]1[CH:24]=[N:25][C:26]([C:31]3[CH:36]=[CH:35][CH:34]=[C:33]([F:37])[CH:32]=3)=[CH:27][C:28]=1[O:29][CH3:30])[C:17](=[O:19])[CH:16]=[CH:15]2)[C:2]1[CH:7]=[CH:6][CH:5]=[CH:4][CH:3]=1. The catalyst is CO. The yield is 0.333. (2) The reactants are [CH3:1][O:2][C:3]1[CH:4]=[C:5]2[C:10](=[CH:11][C:12]=1[O:13][CH3:14])[N:9]=[CH:8][N:7]=[C:6]2[O:15][C:16]1[CH:26]=[CH:25][C:19]([O:20][CH2:21][C:22]([OH:24])=O)=[CH:18][CH:17]=1.CCN=C=NCCCN(C)C.Cl.C1C=CC2N(O)N=NC=2C=1.[N:49]1([CH:55]2[CH2:60][CH2:59][NH:58][CH2:57][CH2:56]2)[CH2:54][CH2:53][CH2:52][CH2:51][CH2:50]1.C(=O)([O-])O.[Na+]. The catalyst is C(Cl)(Cl)Cl.O. The product is [CH3:1][O:2][C:3]1[CH:4]=[C:5]2[C:10](=[CH:11][C:12]=1[O:13][CH3:14])[N:9]=[CH:8][N:7]=[C:6]2[O:15][C:16]1[CH:26]=[CH:25][C:19]([O:20][CH2:21][C:22]([N:58]2[CH2:59][CH2:60][CH:55]([N:49]3[CH2:54][CH2:53][CH2:52][CH2:51][CH2:50]3)[CH2:56][CH2:57]2)=[O:24])=[CH:18][CH:17]=1. The yield is 0.240. (3) The product is [F:1][C:2]1[CH:3]=[CH:4][C:5]([C:8]2[N:9]=[C:10]([CH3:18])[S:11][C:12]=2[CH2:13][OH:14])=[CH:6][CH:7]=1. The reactants are [F:1][C:2]1[CH:7]=[CH:6][C:5]([C:8]2[N:9]=[C:10]([CH3:18])[S:11][C:12]=2[C:13](OCC)=[O:14])=[CH:4][CH:3]=1.[H-].[Al+3].[Li+].[H-].[H-].[H-].O.[OH-].[Na+]. The yield is 0.710. The catalyst is O1CCCC1. (4) The reactants are [Cl:1][C:2]1[CH:18]=[CH:17][C:5]2[CH2:6][CH2:7][N:8]([C:11](=[O:16])[C:12]([F:15])([F:14])[F:13])[CH2:9][CH2:10][C:4]=2[C:3]=1OS(C(F)(F)F)(=O)=O.[NH2:27][CH2:28][C:29]1[CH:44]=[CH:43][C:32]([C:33]([NH:35][CH2:36][CH2:37][C:38]2[S:39][CH:40]=[CH:41][CH:42]=2)=[O:34])=[CH:31][CH:30]=1.C1C=CC(P(C2C(C3C(P(C4C=CC=CC=4)C4C=CC=CC=4)=CC=C4C=3C=CC=C4)=C3C(C=CC=C3)=CC=2)C2C=CC=CC=2)=CC=1.C(=O)([O-])[O-].[Cs+].[Cs+]. The catalyst is O1CCOCC1.C([O-])(=O)C.[Pd+2].C([O-])(=O)C.C1C=CC(/C=C/C(/C=C/C2C=CC=CC=2)=O)=CC=1.C1C=CC(/C=C/C(/C=C/C2C=CC=CC=2)=O)=CC=1.C1C=CC(/C=C/C(/C=C/C2C=CC=CC=2)=O)=CC=1.[Pd].[Pd]. The product is [Cl:1][C:2]1[CH:18]=[CH:17][C:5]2[CH2:6][CH2:7][N:8]([C:11](=[O:16])[C:12]([F:14])([F:13])[F:15])[CH2:9][CH2:10][C:4]=2[C:3]=1[NH:27][CH2:28][C:29]1[CH:44]=[CH:43][C:32]([C:33](=[O:34])[NH:35][CH2:36][CH2:37][C:38]2[S:39][CH:40]=[CH:41][CH:42]=2)=[CH:31][CH:30]=1. The yield is 0.910.